This data is from Catalyst prediction with 721,799 reactions and 888 catalyst types from USPTO. The task is: Predict which catalyst facilitates the given reaction. (1) Reactant: [CH3:1][O:2][C:3]1[CH:8]=[CH:7][C:6]([C:9]2[CH:10]=[CH:11][C:12](=[O:15])[NH:13][N:14]=2)=[CH:5][CH:4]=1.Br[CH2:17][CH2:18][F:19].[Na+].[I-].C(=O)([O-])[O-].[Cs+].[Cs+]. Product: [F:19][CH2:18][CH2:17][N:13]1[C:12](=[O:15])[CH:11]=[CH:10][C:9]([C:6]2[CH:7]=[CH:8][C:3]([O:2][CH3:1])=[CH:4][CH:5]=2)=[N:14]1. The catalyst class is: 23. (2) Reactant: Br[C:2]1[CH:3]=[C:4]([CH2:8][C:9]([O:11][CH3:12])=[O:10])[CH:5]=[CH:6][CH:7]=1.[CH3:13][N:14](C=O)C. Product: [C:13]([C:2]1[CH:3]=[C:4]([CH2:8][C:9]([O:11][CH3:12])=[O:10])[CH:5]=[CH:6][CH:7]=1)#[N:14]. The catalyst class is: 267. (3) Reactant: [CH3:1][C:2]12[C:10]([CH3:12])([CH3:11])[CH:6]([NH:7][CH2:8][CH2:9]1)[CH2:5][C:4]1[CH:13]=[CH:14][CH:15]=[C:16]([OH:17])[C:3]2=1. The catalyst class is: 21. Product: [CH3:1][C:2]12[C:10]([CH3:12])([CH3:11])[CH:6]([NH:7][CH2:8][CH2:9]1)[CH2:5][C:4]1[CH:3]=[C:16]([OH:17])[CH:15]=[CH:14][C:13]2=1. (4) Reactant: FC(F)(F)S(O[C@@H:7]1[C:11]([CH3:13])([CH3:12])[CH2:10][O:9][C:8]1=[O:14])(=O)=O.[N-:17]=[N+:18]=[N-:19].C([N+](CCCC)(CCCC)CCCC)CCC. Product: [N:17]([C@H:7]1[C:11]([CH3:13])([CH3:12])[CH2:10][O:9][C:8]1=[O:14])=[N+:18]=[N-:19]. The catalyst class is: 691. (5) Reactant: Br[CH2:2][C:3]1[C:8]([CH3:9])=[CH:7][CH:6]=[CH:5][C:4]=1[N:10]1[C:14](=[O:15])[N:13]([CH3:16])[N:12]=[N:11]1.[OH:17][C:18]1[CH:23]=[CH:22][C:21]([C:24](=[O:26])[CH3:25])=[CH:20][C:19]=1[CH3:27].C(=O)([O-])[O-].[K+].[K+]. Product: [CH3:27][C:19]1[CH:20]=[C:21]([C:24](=[O:26])[CH3:25])[CH:22]=[CH:23][C:18]=1[O:17][CH2:2][C:3]1[C:8]([CH3:9])=[CH:7][CH:6]=[CH:5][C:4]=1[N:10]1[C:14](=[O:15])[N:13]([CH3:16])[N:12]=[N:11]1. The catalyst class is: 10. (6) Reactant: [N:1]1[CH:6]=[CH:5][CH:4]=[CH:3][C:2]=1[N:7]1[C:11]2=[N:12][CH:13]=[N:14][C:15]([NH:16]/[N:17]=[CH:18]/[C:19]3[CH:20]=[CH:21][C:22]([NH:25]C(=O)OC(C)(C)C)=[N:23][CH:24]=3)=[C:10]2[CH:9]=[N:8]1.[C:33]([OH:39])([C:35]([F:38])([F:37])[F:36])=[O:34]. Product: [F:36][C:35]([F:38])([F:37])[C:33]([OH:39])=[O:34].[N:1]1[CH:6]=[CH:5][CH:4]=[CH:3][C:2]=1[N:7]1[C:11]2=[N:12][CH:13]=[N:14][C:15]([NH:16][N:17]=[CH:18][C:19]3[CH:20]=[CH:21][C:22]([NH2:25])=[N:23][CH:24]=3)=[C:10]2[CH:9]=[N:8]1. The catalyst class is: 4. (7) Reactant: N1C=CC=CC=1.[N:7]1([C:12]2[CH:17]=[CH:16][C:15]([OH:18])=[CH:14][CH:13]=2)[CH:11]=[N:10][CH:9]=[N:8]1.[S:19](O[S:19]([C:22]([F:25])([F:24])[F:23])(=[O:21])=[O:20])([C:22]([F:25])([F:24])[F:23])(=[O:21])=[O:20]. Product: [N:7]1([C:12]2[CH:13]=[CH:14][C:15]([O:18][S:19]([C:22]([F:25])([F:24])[F:23])(=[O:21])=[O:20])=[CH:16][CH:17]=2)[CH:11]=[N:10][CH:9]=[N:8]1. The catalyst class is: 33. (8) Reactant: [BH4-].[Na+].[CH2:3]([O:5][C:6]1[CH:11]=[CH:10][C:9]([S:12]([NH2:15])(=[O:14])=[O:13])=[CH:8][C:7]=1[N+:16]([O-])=O)[CH3:4]. Product: [NH2:16][C:7]1[CH:8]=[C:9]([S:12]([NH2:15])(=[O:13])=[O:14])[CH:10]=[CH:11][C:6]=1[O:5][CH2:3][CH3:4]. The catalyst class is: 652. (9) Reactant: O.[NH2:2][NH2:3].C[O:5][C:6](=O)[C:7]([NH:9][C:10]1[CH:15]=[CH:14][C:13]([C@H:16]2[CH2:21][CH2:20][C@H:19]([C:22]([O:24][C:25]([CH3:28])([CH3:27])[CH3:26])=[O:23])[CH2:18][CH2:17]2)=[CH:12][CH:11]=1)=[O:8]. Product: [NH:2]([C:6](=[O:5])[C:7]([NH:9][C:10]1[CH:15]=[CH:14][C:13]([C@H:16]2[CH2:21][CH2:20][C@H:19]([C:22]([O:24][C:25]([CH3:28])([CH3:27])[CH3:26])=[O:23])[CH2:18][CH2:17]2)=[CH:12][CH:11]=1)=[O:8])[NH2:3]. The catalyst class is: 14. (10) Reactant: [NH2:1][C:2]1[CH:10]=[CH:9][C:5]([C:6]([OH:8])=O)=[CH:4][CH:3]=1.[CH3:11][N:12]([CH3:18])[CH:13]1[CH2:17][CH2:16][NH:15][CH2:14]1.CN(C)CCCN=C=NCC. Product: [NH2:1][C:2]1[CH:3]=[CH:4][C:5]([C:6]([N:15]2[CH2:16][CH2:17][CH:13]([N:12]([CH3:18])[CH3:11])[CH2:14]2)=[O:8])=[CH:9][CH:10]=1. The catalyst class is: 2.